This data is from Catalyst prediction with 721,799 reactions and 888 catalyst types from USPTO. The task is: Predict which catalyst facilitates the given reaction. (1) Reactant: Br[C:2]1[CH:7]=[CH:6][C:5]([C:8]2[N:13]3[N:14]=[C:15]([S:26][CH3:27])[C:16]([N:17]([CH2:22][CH:23]4[CH2:25][CH2:24]4)[CH2:18][CH:19]4[CH2:21][CH2:20]4)=[C:12]3[CH:11]=[CH:10][CH:9]=2)=[C:4]([O:28][CH3:29])[CH:3]=1.C(OCC)(=O)C.[CH3:36][N:37](C)C=O. Product: [CH:19]1([CH2:18][N:17]([CH2:22][CH:23]2[CH2:25][CH2:24]2)[C:16]2[C:15]([S:26][CH3:27])=[N:14][N:13]3[C:8]([C:5]4[CH:6]=[CH:7][C:2]([C:36]#[N:37])=[CH:3][C:4]=4[O:28][CH3:29])=[CH:9][CH:10]=[CH:11][C:12]=23)[CH2:21][CH2:20]1. The catalyst class is: 507. (2) Reactant: S([N:11]1[C:19]2[C:14](=[CH:15][CH:16]=[CH:17][CH:18]=2)[C:13]([CH2:20]Br)=[CH:12]1)(C1C=CC(C)=CC=1)(=O)=O.[C:22]([O-:25])([O-])=O.[K+].[K+].[Cl:28][C:29]1[CH:34]=[C:33]([Cl:35])[CH:32]=[CH:31][C:30]=1B(O)O. Product: [Cl:28][C:29]1[CH:34]=[C:33]([Cl:35])[CH:32]=[CH:31][C:30]=1[C:22]([CH2:20][C:13]1[C:14]2[C:19](=[CH:18][CH:17]=[CH:16][CH:15]=2)[NH:11][CH:12]=1)=[O:25]. The catalyst class is: 520. (3) Reactant: [C:1]([C:5]1[CH:10]=[C:9]([N+:11]([O-])=O)[CH:8]=[CH:7][C:6]=1[Cl:14])([CH3:4])([CH3:3])[CH3:2]. Product: [C:1]([C:5]1[CH:10]=[C:9]([CH:8]=[CH:7][C:6]=1[Cl:14])[NH2:11])([CH3:4])([CH3:2])[CH3:3]. The catalyst class is: 25. (4) Reactant: P([O-])(O)(O)=O.[Na+].Cl([O-])=[O:8].[Na+].[C:11]([O:14][C@@H:15]1[C@@H:56]([O:57][C:58](=[O:60])[CH3:59])[C@H:55]([O:61][C:62](=[O:64])[CH3:63])[C@@H:54]([C:65]([O:67][CH3:68])=[O:66])[O:53][C@H:16]1[O:17][C:18]1[CH:23]=[CH:22][C:21]([C@@H:24]2[C@@H:27]([CH2:28][CH2:29][C@H:30]([O:38][C:39](=[O:41])[CH3:40])[C:31]3[CH:36]=[CH:35][C:34]([F:37])=[CH:33][CH:32]=3)[C:26](=[O:42])[N:25]2[C:43]2[CH:48]=[CH:47][C:46]([C:49]#[C:50][CH:51]=[O:52])=[CH:45][CH:44]=2)=[CH:20][CH:19]=1)(=[O:13])[CH3:12].CC(=C)C. Product: [C:11]([O:14][C@@H:15]1[C@@H:56]([O:57][C:58](=[O:60])[CH3:59])[C@H:55]([O:61][C:62](=[O:64])[CH3:63])[C@@H:54]([C:65]([O:67][CH3:68])=[O:66])[O:53][C@H:16]1[O:17][C:18]1[CH:23]=[CH:22][C:21]([C@@H:24]2[C@@H:27]([CH2:28][CH2:29][C@H:30]([O:38][C:39](=[O:41])[CH3:40])[C:31]3[CH:32]=[CH:33][C:34]([F:37])=[CH:35][CH:36]=3)[C:26](=[O:42])[N:25]2[C:43]2[CH:48]=[CH:47][C:46]([C:49]#[C:50][C:51]([OH:8])=[O:52])=[CH:45][CH:44]=2)=[CH:20][CH:19]=1)(=[O:13])[CH3:12]. The catalyst class is: 12. (5) Reactant: C[O:2][C:3](=[O:29])[C@@H:4]([N:12]1[CH2:16][C:15]([O:17][C:18]2[CH:23]=[CH:22][CH:21]=[CH:20][C:19]=2[O:24][CH:25]([CH3:27])[CH3:26])=[CH:14][C:13]1=[O:28])[CH2:5][CH:6]1[CH2:11][CH2:10][CH2:9][CH2:8][CH2:7]1.[OH-].[Li+]. Product: [CH:6]1([CH2:5][C@H:4]([N:12]2[CH2:16][C:15]([O:17][C:18]3[CH:23]=[CH:22][CH:21]=[CH:20][C:19]=3[O:24][CH:25]([CH3:26])[CH3:27])=[CH:14][C:13]2=[O:28])[C:3]([OH:29])=[O:2])[CH2:11][CH2:10][CH2:9][CH2:8][CH2:7]1. The catalyst class is: 30. (6) Reactant: C(N(CC)CC)C.O[CH2:9][C:10]([O:12][CH2:13][CH3:14])=[O:11].[CH3:15][S:16](Cl)(=[O:18])=[O:17]. Product: [S:16]([CH2:9][C:10]([O:12][CH2:13][CH3:14])=[O:11])([CH3:15])(=[O:18])=[O:17]. The catalyst class is: 13. (7) Product: [CH2:1]([O:3][CH:4]([O:7][CH2:8][CH3:9])[CH2:5][O:29][C:26]1[CH:25]=[CH:24][C:23]([F:22])=[N:28][CH:27]=1)[CH3:2]. The catalyst class is: 6. Reactant: [CH2:1]([O:3][CH:4]([O:7][CH2:8][CH3:9])[CH2:5]Br)[CH3:2].C(=O)([O-])[O-].[Cs+].[Cs+].CN(C)C(=O)C.[F:22][C:23]1[N:28]=[CH:27][C:26]([OH:29])=[CH:25][CH:24]=1. (8) Reactant: C([O:3][C:4](=[O:38])[C:5]([O:33][CH2:34][CH2:35][CH2:36][CH3:37])([CH3:32])[CH2:6][C:7]1[CH:12]=[CH:11][C:10]([O:13][CH2:14][CH2:15][CH:16]2[CH2:20][N:19]([CH2:21][C:22]3[CH:27]=[CH:26][CH:25]=[C:24]([O:28][CH3:29])[CH:23]=3)[C:18](=[O:30])[N:17]2[CH3:31])=[CH:9][CH:8]=1)C.[OH-].[Na+]. Product: [CH2:34]([O:33][C:5]([CH3:32])([CH2:6][C:7]1[CH:12]=[CH:11][C:10]([O:13][CH2:14][CH2:15][CH:16]2[CH2:20][N:19]([CH2:21][C:22]3[CH:27]=[CH:26][CH:25]=[C:24]([O:28][CH3:29])[CH:23]=3)[C:18](=[O:30])[N:17]2[CH3:31])=[CH:9][CH:8]=1)[C:4]([OH:38])=[O:3])[CH2:35][CH2:36][CH3:37]. The catalyst class is: 8. (9) Reactant: [C:1]([Mg]Cl)([CH3:4])([CH3:3])[CH3:2].[Br:7][C:8]1[CH:9]=[C:10]2[C:15](=[CH:16][C:17]=1[O:18][CH3:19])[O:14][C:13]([CH3:21])([CH3:20])[CH2:12][C:11]2=O.C1(C)C=CC(S(O)(=O)=O)=CC=1. Product: [Br:7][C:8]1[CH:9]=[C:10]2[C:15](=[CH:16][C:17]=1[O:18][CH3:19])[O:14][C:13]([CH3:21])([CH3:20])[CH:12]=[C:11]2[C:1]([CH3:4])([CH3:3])[CH3:2]. The catalyst class is: 1.